Dataset: Catalyst prediction with 721,799 reactions and 888 catalyst types from USPTO. Task: Predict which catalyst facilitates the given reaction. (1) Reactant: [CH2:1]([O:3][C:4]1[CH:5]=[C:6]2[C:11](=[C:12]3[CH2:16][C:15]([CH3:18])([CH3:17])[O:14][C:13]=13)[C:10]([C:19]1[CH:24]=[CH:23][C:22](/[CH:25]=[CH:26]/[C:27]([O:29]C)=[O:28])=[C:21]([NH:31][C:32]([C:34]3[NH:35][C:36]4[C:41]([CH:42]=3)=[CH:40][CH:39]=[CH:38][CH:37]=4)=[O:33])[CH:20]=1)=[N:9][C:8]([CH3:44])([CH3:43])[CH2:7]2)[CH3:2].[OH-].[Na+].Cl. Product: [CH2:1]([O:3][C:4]1[CH:5]=[C:6]2[C:11](=[C:12]3[CH2:16][C:15]([CH3:18])([CH3:17])[O:14][C:13]=13)[C:10]([C:19]1[CH:24]=[CH:23][C:22](/[CH:25]=[CH:26]/[C:27]([OH:29])=[O:28])=[C:21]([NH:31][C:32]([C:34]3[NH:35][C:36]4[C:41]([CH:42]=3)=[CH:40][CH:39]=[CH:38][CH:37]=4)=[O:33])[CH:20]=1)=[N:9][C:8]([CH3:43])([CH3:44])[CH2:7]2)[CH3:2]. The catalyst class is: 111. (2) Reactant: C([O:3][C:4](=[O:14])[C:5]([CH3:13])([CH:7]1[CH2:12][CH2:11][O:10][CH2:9][CH2:8]1)[CH3:6])C.[OH-].[K+]. Product: [CH3:13][C:5]([CH:7]1[CH2:8][CH2:9][O:10][CH2:11][CH2:12]1)([CH3:6])[C:4]([OH:14])=[O:3]. The catalyst class is: 8. (3) Reactant: [Si:1]([O:8][C@H:9]1[CH2:14][CH2:13][C@H:12]([CH2:15][CH:16]([N:20]2[CH:25]=[C:24]([O:26][CH3:27])[C:23]([C:28]3[CH:33]=[C:32]([Cl:34])[CH:31]=[CH:30][C:29]=3[C:35]#[N:36])=[CH:22][C:21]2=[O:37])[C:17](O)=[O:18])[CH2:11][CH2:10]1)([C:4]([CH3:7])([CH3:6])[CH3:5])([CH3:3])[CH3:2].[N:38]1[CH:39]=[CH:40][N:41]2[CH:46]=[C:45]([NH2:47])[CH:44]=[CH:43][C:42]=12.C(C(=NO)C(OCC)=O)#N.C(N=C=NC(C)C)(C)C. Product: [Si:1]([O:8][C@H:9]1[CH2:14][CH2:13][C@H:12]([CH2:15][CH:16]([N:20]2[CH:25]=[C:24]([O:26][CH3:27])[C:23]([C:28]3[CH:33]=[C:32]([Cl:34])[CH:31]=[CH:30][C:29]=3[C:35]#[N:36])=[CH:22][C:21]2=[O:37])[C:17]([NH:47][C:45]2[CH:44]=[CH:43][C:42]3[N:41]([CH:40]=[CH:39][N:38]=3)[CH:46]=2)=[O:18])[CH2:11][CH2:10]1)([C:4]([CH3:6])([CH3:5])[CH3:7])([CH3:3])[CH3:2]. The catalyst class is: 9.